Dataset: Reaction yield outcomes from USPTO patents with 853,638 reactions. Task: Predict the reaction yield, written as a fraction of the theoretical maximum amount of product (1.0 means a 100% yield; for example, 0.34 means a 34% yield). The reactants are [CH3:1][O:2][C:3]([CH:5]1[CH2:10][CH2:9][CH2:8][N:7]2[C:11]([C:22]3[N:23](S(C)(=O)=O)[CH2:24][N:25]=[CH:26][CH:27]=3)=[C:12]([C:15]3[CH:20]=[CH:19][C:18]([F:21])=[CH:17][CH:16]=3)[C:13](=[O:14])[N:6]12)=[O:4].[C:32]1([OH:38])[CH:37]=[CH:36][CH:35]=[CH:34][CH:33]=1.[H-].[Na+]. The catalyst is C1COCC1. The product is [CH3:1][O:2][C:3]([CH:5]1[CH2:10][CH2:9][CH2:8][N:7]2[C:11]([C:22]3[CH:27]=[CH:26][N:25]=[C:24]([O:38][C:32]4[CH:37]=[CH:36][CH:35]=[CH:34][CH:33]=4)[N:23]=3)=[C:12]([C:15]3[CH:20]=[CH:19][C:18]([F:21])=[CH:17][CH:16]=3)[C:13](=[O:14])[N:6]12)=[O:4]. The yield is 0.350.